Dataset: Catalyst prediction with 721,799 reactions and 888 catalyst types from USPTO. Task: Predict which catalyst facilitates the given reaction. (1) The catalyst class is: 4. Reactant: [CH:1]1([C:4]2[C:13]3[C:8](=[CH:9][CH:10]=[CH:11][CH:12]=3)[C:7]([NH2:14])=[CH:6][CH:5]=2)[CH2:3][CH2:2]1.C(=O)(O)[O-].[Na+].[C:20](Cl)(Cl)=[S:21]. Product: [CH:1]1([C:4]2[C:13]3[C:8](=[CH:9][CH:10]=[CH:11][CH:12]=3)[C:7]([N:14]=[C:20]=[S:21])=[CH:6][CH:5]=2)[CH2:3][CH2:2]1. (2) Reactant: [CH:1]([NH:4][C:5]1[N:10]=[C:9]([C:11]([OH:13])=[O:12])[CH:8]=[C:7]([CH3:14])[N:6]=1)([CH3:3])[CH3:2].[CH2:15](O)[CH3:16]. Product: [CH2:15]([O:12][C:11]([C:9]1[CH:8]=[C:7]([CH3:14])[N:6]=[C:5]([NH:4][CH:1]([CH3:3])[CH3:2])[N:10]=1)=[O:13])[CH3:16]. The catalyst class is: 82.